This data is from Forward reaction prediction with 1.9M reactions from USPTO patents (1976-2016). The task is: Predict the product of the given reaction. (1) Given the reactants O1CCCC1.[CH2:6]([O:8][C:9](=[O:16])[C@H:10]1[CH2:14][CH2:13][C:12](=[O:15])[NH:11]1)[CH3:7].[C:17]([O:21][C:22](O[C:22]([O:21][C:17]([CH3:20])([CH3:19])[CH3:18])=[O:23])=[O:23])([CH3:20])([CH3:19])[CH3:18].N1C=CN=C1, predict the reaction product. The product is: [CH3:7][CH2:6][O:8][C:9]([C@H:10]1[CH2:14][CH2:13][C:12](=[O:15])[N:11]1[C:22]([O:21][C:17]([CH3:20])([CH3:19])[CH3:18])=[O:23])=[O:16]. (2) Given the reactants [F:1][C:2]1[CH:7]=[CH:6][CH:5]=[C:4]([O:8][CH3:9])[C:3]=1[OH:10].F[C:12]1[CH:17]=[C:16]([F:18])[CH:15]=[CH:14][C:13]=1[N+:19]([O-:21])=[O:20].[F:22][C:23]1[CH:29]=[CH:28][C:26]([NH2:27])=[C:25]([O:30][C:31]2[C:36]([O:37][CH3:38])=[CH:35][CH:34]=[CH:33][C:32]=2[F:39])[CH:24]=1.[NH2:40][C:41]1[S:42][CH:43]=[CH:44][N:45]=1, predict the reaction product. The product is: [F:18][C:16]1[CH:17]=[CH:12][C:13]([N+:19]([O-:21])=[O:20])=[C:14]([O:10][C:3]2[C:4]([O:8][CH3:9])=[CH:5][CH:6]=[CH:7][C:2]=2[F:1])[CH:15]=1.[F:22][C:23]1[CH:29]=[CH:28][C:26]([NH:27][C:3]([NH:40][C:41]2[S:42][CH:43]=[CH:44][N:45]=2)=[O:10])=[C:25]([O:30][C:31]2[C:36]([O:37][CH3:38])=[CH:35][CH:34]=[CH:33][C:32]=2[F:39])[CH:24]=1. (3) Given the reactants [C:1]([C:3]1[S:4][C:5]2[C:11]([C:12]#[N:13])=[C:10](/[N:14]=[CH:15]/[N:16](C)C)[CH:9]=[CH:8][C:6]=2[N:7]=1)#[N:2].[C:19]([C:23]1[CH:29]=[CH:28][C:26](N)=[CH:25][CH:24]=1)([CH3:22])([CH3:21])[CH3:20].[K+].[Br-].[CH2:32](Cl)Cl.CCOC(C)=O, predict the reaction product. The product is: [C:19]([C:23]1[CH:29]=[CH:28][C:26]([CH2:32][NH:13][C:12]2[C:11]3[C:10](=[CH:9][CH:8]=[C:6]4[N:7]=[C:3]([C:1]#[N:2])[S:4][C:5]4=3)[N:14]=[CH:15][N:16]=2)=[CH:25][CH:24]=1)([CH3:22])([CH3:21])[CH3:20]. (4) Given the reactants Br[C:2]1[C:7]2[S:8][CH:9]=[CH:10][C:6]=2[CH:5]=[CH:4][CH:3]=1.[CH3:11][C:12]1[C:17](B(O)O)=[CH:16][N:15]=[CH:14][N:13]=1.O1CCOCC1.[O-]P([O-])([O-])=O.[K+].[K+].[K+], predict the reaction product. The product is: [S:8]1[CH:9]=[CH:10][C:6]2[CH:5]=[CH:4][CH:3]=[C:2]([C:17]3[C:12]([CH3:11])=[N:13][CH:14]=[N:15][CH:16]=3)[C:7]1=2. (5) Given the reactants [OH:1][CH:2]1[CH2:7][CH2:6][NH:5][CH2:4][CH2:3]1.[CH2:8]([CH:10]([NH:13][C:14]([N:16]1[C:24]2[C:19](=[CH:20][C:21]([O:25][C:26]3[CH:31]=[CH:30][N:29]=[C:28]([NH:32][C:33](=[O:41])OC4C=CC=CC=4)[CH:27]=3)=[CH:22][CH:23]=2)[CH:18]=[CH:17]1)=[O:15])[CH2:11][CH3:12])[CH3:9].C(C(NC(N1C2C(=CC(OC3C=CN=C(NC(N4CCC(N5CCCC5)CC4)=O)C=3)=CC=2)C=C1)=O)CC)C, predict the reaction product. The product is: [CH2:11]([CH:10]([NH:13][C:14]([N:16]1[C:24]2[C:19](=[CH:20][C:21]([O:25][C:26]3[CH:31]=[CH:30][N:29]=[C:28]([NH:32][C:33]([N:5]4[CH2:6][CH2:7][CH:2]([OH:1])[CH2:3][CH2:4]4)=[O:41])[CH:27]=3)=[CH:22][CH:23]=2)[CH:18]=[CH:17]1)=[O:15])[CH2:8][CH3:9])[CH3:12]. (6) The product is: [C:1]([O:5][C:6]([N:8]1[CH2:13][CH2:12][N:11]([CH2:14][C:15]2[CH:20]=[CH:19][CH:18]=[CH:17][CH:16]=2)[CH2:10][C@@H:9]1[CH2:21][CH2:22][O:23][C:30]1[CH:35]=[CH:34][CH:33]=[CH:32][CH:31]=1)=[O:7])([CH3:4])([CH3:3])[CH3:2]. Given the reactants [C:1]([O:5][C:6]([N:8]1[CH2:13][CH2:12][N:11]([CH2:14][C:15]2[CH:20]=[CH:19][CH:18]=[CH:17][CH:16]=2)[CH2:10][C@@H:9]1[CH2:21][CH2:22][O:23]S(C)(=O)=O)=[O:7])([CH3:4])([CH3:3])[CH3:2].[I-].[Na+].[C:30]1(O)[CH:35]=[CH:34][CH:33]=[CH:32][CH:31]=1, predict the reaction product. (7) Given the reactants [C:1]1([C:29]2[CH:34]=[CH:33][CH:32]=[CH:31][CH:30]=2)[CH:6]=[CH:5][C:4]([CH:7]2[CH:26]=[C:25]3[C:10](=[CH:11][C:12]4[CH:13]=[C:14]5[C:22]([C:23]([CH3:28])([CH3:27])[C:24]=43)=[C:21]3[C:16]([CH:17]=[CH:18][CH:19]=[CH:20]3)=[N:15]5)[CH:9]=[CH:8]2)=[CH:3][CH:2]=1.CN(C=O)C.[Br:40]N1C(=O)CCC1=O, predict the reaction product. The product is: [C:1]1([C:29]2[CH:30]=[CH:31][CH:32]=[CH:33][CH:34]=2)[CH:6]=[CH:5][C:4]([CH:7]2[CH:26]=[C:25]3[C:10](=[C:11]([Br:40])[C:12]4[CH:13]=[C:14]5[C:22]([C:23]([CH3:27])([CH3:28])[C:24]=43)=[C:21]3[C:16]([CH:17]=[CH:18][CH:19]=[CH:20]3)=[N:15]5)[CH:9]=[CH:8]2)=[CH:3][CH:2]=1.